Dataset: TCR-epitope binding with 47,182 pairs between 192 epitopes and 23,139 TCRs. Task: Binary Classification. Given a T-cell receptor sequence (or CDR3 region) and an epitope sequence, predict whether binding occurs between them. The epitope is FLNGSCGSV. The TCR CDR3 sequence is CASQNENTGELFF. Result: 0 (the TCR does not bind to the epitope).